Dataset: CYP2D6 inhibition data for predicting drug metabolism from PubChem BioAssay. Task: Regression/Classification. Given a drug SMILES string, predict its absorption, distribution, metabolism, or excretion properties. Task type varies by dataset: regression for continuous measurements (e.g., permeability, clearance, half-life) or binary classification for categorical outcomes (e.g., BBB penetration, CYP inhibition). Dataset: cyp2d6_veith. (1) The compound is COc1ccc(C(=O)NC(=S)NC(C)C)cc1Br. The result is 0 (non-inhibitor). (2) The molecule is O=C(c1ccco1)N1CCC2(CCN(Cc3nccs3)CC2)CC1. The result is 1 (inhibitor). (3) The compound is CSc1ccc2c(c1)N(CCCN(C)C)c1ccccc1S2. The result is 1 (inhibitor). (4) The compound is Cc1ccc(C(OC(=O)c2ccco2)C(=O)NC2CCCCC2)cc1. The result is 0 (non-inhibitor).